Dataset: Full USPTO retrosynthesis dataset with 1.9M reactions from patents (1976-2016). Task: Predict the reactants needed to synthesize the given product. (1) Given the product [NH2:12][C:8]1[CH:9]=[C:10]([Cl:11])[C:5]([Cl:4])=[N:6][CH:7]=1, predict the reactants needed to synthesize it. The reactants are: Cl[Sn]Cl.[Cl:4][C:5]1[C:10]([Cl:11])=[CH:9][C:8]([N+:12]([O-])=O)=[CH:7][N:6]=1. (2) Given the product [CH2:1]([O:8][C:9]1[CH:10]=[C:11]([OH:22])[CH:14]=[CH:15][C:16]=1[O:17][CH3:18])[C:2]1[CH:7]=[CH:6][CH:5]=[CH:4][CH:3]=1, predict the reactants needed to synthesize it. The reactants are: [CH2:1]([O:8][C:9]1[CH:10]=[C:11]([CH:14]=[CH:15][C:16]=1[O:17][CH3:18])C=O)[C:2]1[CH:7]=[CH:6][CH:5]=[CH:4][CH:3]=1.OO.S(=O)(=O)(O)[OH:22]. (3) Given the product [C:6]([N:8]1[C:9](=[O:22])[N:10]([C:14]2[CH:15]=[C:16]([Cl:21])[CH:17]=[C:18]([Cl:20])[CH:19]=2)[C:11](=[O:13])/[C:12]/1=[CH:29]\[C:28]1[CH:31]=[CH:32][C:25]([C:23]#[N:24])=[CH:26][CH:27]=1)(=[O:7])[CH3:33], predict the reactants needed to synthesize it. The reactants are: C(O[C:6]([N:8]1[CH2:12][C:11](=[O:13])[N:10]([C:14]2[CH:19]=[C:18]([Cl:20])[CH:17]=[C:16]([Cl:21])[CH:15]=2)[C:9]1=[O:22])=[O:7])(C)(C)C.[C:23]([C:25]1[CH:32]=[CH:31][C:28]([CH:29]=O)=[CH:27][CH:26]=1)#[N:24].[CH3:33]C([O-])=O.[Na+].